From a dataset of Full USPTO retrosynthesis dataset with 1.9M reactions from patents (1976-2016). Predict the reactants needed to synthesize the given product. Given the product [F:29][C:22]1[CH:23]=[CH:24][C:25]([F:27])=[CH:26][C:21]=1[C:13]1[C:14]2[CH2:15][N:16]([CH3:20])[CH2:17][CH2:18][C:19]=2[N:11]([C:9]([NH:8][C@@H:3]([C:2]([CH3:31])([CH3:30])[CH3:1])[C:4]([NH:6][CH3:7])=[O:5])=[O:10])[N:12]=1, predict the reactants needed to synthesize it. The reactants are: [CH3:1][C:2]([CH3:31])([CH3:30])[C@H:3]([NH:8][C:9]([N:11]1[C:19]2[CH2:18][CH2:17][N:16]([CH3:20])[CH2:15][C:14]=2[C:13]([C:21]2[CH:26]=[C:25]([F:27])[C:24](F)=[CH:23][C:22]=2[F:29])=[N:12]1)=[O:10])[C:4]([NH:6][CH3:7])=[O:5].FC1C=CC(F)=CC=1C(Cl)=O.